Predict the reaction yield, written as a fraction of the theoretical maximum amount of product (1.0 means a 100% yield; for example, 0.34 means a 34% yield). From a dataset of Reaction yield outcomes from USPTO patents with 853,638 reactions. (1) The reactants are I[C:2]1[N:3]=[C:4]([NH2:20])[C:5]2[N:6]=[CH:7][N:8]([C:18]=2[N:19]=1)[C@@H:9]1[O:17][C@H:14]([CH2:15][OH:16])[C@@H:12]([OH:13])[C@H:10]1[OH:11].S([O-])([O-])(=O)=O.[NH4+].[NH4+].[CH3:28][Al](C)C.CO. The catalyst is C[Si](C)(C)N[Si](C)(C)C.C1C=CC([P]([Pd]([P](C2C=CC=CC=2)(C2C=CC=CC=2)C2C=CC=CC=2)([P](C2C=CC=CC=2)(C2C=CC=CC=2)C2C=CC=CC=2)[P](C2C=CC=CC=2)(C2C=CC=CC=2)C2C=CC=CC=2)(C2C=CC=CC=2)C2C=CC=CC=2)=CC=1. The product is [NH4+:3].[OH-:11].[CH3:28][C:2]1[N:3]=[C:4]([NH2:20])[C:5]2[N:6]=[CH:7][N:8]([C:18]=2[N:19]=1)[C@@H:9]1[O:17][C@H:14]([CH2:15][OH:16])[C@@H:12]([OH:13])[C@H:10]1[OH:11]. The yield is 0.00100. (2) The reactants are [OH:1][CH2:2][CH2:3][C:4]1[CH:9]=[CH:8][C:7]([NH:10][CH:11]=O)=[CH:6][CH:5]=1.[H-].[Al+3].[Li+].[H-].[H-].[H-].[OH-].[K+]. The catalyst is O1CCCC1. The product is [CH3:11][NH:10][C:7]1[CH:8]=[CH:9][C:4]([CH2:3][CH2:2][OH:1])=[CH:5][CH:6]=1. The yield is 0.730.